This data is from Full USPTO retrosynthesis dataset with 1.9M reactions from patents (1976-2016). The task is: Predict the reactants needed to synthesize the given product. (1) Given the product [CH:1]1([CH2:7][C:9]2[NH:10][CH:11]=[CH:12][CH:13]=2)[CH2:2][CH2:3][CH2:4][CH2:5][CH2:6]1, predict the reactants needed to synthesize it. The reactants are: [CH:1]1([C:7]([C:9]2[NH:10][CH:11]=[CH:12][CH:13]=2)=O)[CH2:6][CH2:5][CH2:4][CH2:3][CH2:2]1.O.NN.[OH-].[K+].O. (2) Given the product [C:9]([OH:15])([C:11]([F:14])([F:13])[F:12])=[O:10].[CH2:1]([SH:8])[C@@H:2]([OH:7])[C@H:3]([OH:6])[CH2:4][SH:5].[OH2:6], predict the reactants needed to synthesize it. The reactants are: [CH2:1]([SH:8])[C@@H:2]([OH:7])[C@H:3]([OH:6])[CH2:4][SH:5].[C:9]([OH:15])([C:11]([F:14])([F:13])[F:12])=[O:10]. (3) Given the product [C:10]([C:7]1[CH:6]=[C:4]([OH:5])[C:3]([OH:9])=[C:2]([CH3:1])[CH:8]=1)([CH3:13])([CH3:12])[CH3:11], predict the reactants needed to synthesize it. The reactants are: [CH3:1][C:2]1[CH:8]=[CH:7][CH:6]=[C:4]([OH:5])[C:3]=1[OH:9].[C:10](O)([CH3:13])([CH3:12])[CH3:11].S(=O)(=O)(O)O. (4) Given the product [OH:4][CH2:3][CH2:2][N:32]1[CH2:31][CH2:30][C:29]2[CH:28]=[CH:27][CH:26]=[C:25]([C:22]3[N:21]=[C:20]([C:17]4[CH:18]=[CH:19][C:12]([O:11][CH:9]([CH3:8])[CH3:10])=[C:13]([CH:16]=4)[C:14]#[N:15])[O:24][N:23]=3)[C:35]=2[CH2:34][CH2:33]1, predict the reactants needed to synthesize it. The reactants are: F[C:2](F)(F)[C:3](O)=[O:4].[CH3:8][CH:9]([O:11][C:12]1[CH:19]=[CH:18][C:17]([C:20]2[O:24][N:23]=[C:22]([C:25]3[C:35]4[CH2:34][CH2:33][NH:32][CH2:31][CH2:30][C:29]=4[CH:28]=[CH:27][CH:26]=3)[N:21]=2)=[CH:16][C:13]=1[C:14]#[N:15])[CH3:10].BrCCO.C(=O)([O-])[O-].[K+].[K+]. (5) The reactants are: [OH:1][CH2:2][C@@H:3]1[O:8][CH2:7][C@H:6]([CH3:9])[N:5]([C:10]([O:12][C:13]([CH3:16])([CH3:15])[CH3:14])=[O:11])[CH2:4]1.CC1(C)N([O])C(C)(C)CCC1.C(OI(C1C=CC=CC=1)OC(=O)C)(=O)C.CN(C(ON1N=NC2C=CC=NC1=2)=[N+](C)C)C.F[P-](F)(F)(F)(F)F.Cl.[Cl:68][C:69]1[C:70]([CH2:75][NH2:76])=[N:71][CH:72]=[CH:73][N:74]=1. Given the product [Cl:68][C:69]1[C:70]([CH2:75][NH:76][C:2]([C@@H:3]2[O:8][CH2:7][C@H:6]([CH3:9])[N:5]([C:10]([O:12][C:13]([CH3:15])([CH3:14])[CH3:16])=[O:11])[CH2:4]2)=[O:1])=[N:71][CH:72]=[CH:73][N:74]=1, predict the reactants needed to synthesize it. (6) Given the product [C:19]([O:18][C:16]([NH:23][CH2:24][CH2:25][N:1]1[C:5]([C:6]([O:8][CH2:9][CH3:10])=[O:7])=[CH:4][C:3]([C:11]([O:13][CH2:14][CH3:15])=[O:12])=[N:2]1)=[O:17])([CH3:22])([CH3:21])[CH3:20], predict the reactants needed to synthesize it. The reactants are: [NH:1]1[C:5]([C:6]([O:8][CH2:9][CH3:10])=[O:7])=[CH:4][C:3]([C:11]([O:13][CH2:14][CH3:15])=[O:12])=[N:2]1.[C:16]([NH:23][CH2:24][CH2:25]O)([O:18][C:19]([CH3:22])([CH3:21])[CH3:20])=[O:17].C1(P(C2C=CC=CC=2)C2C=CC=CC=2)C=CC=CC=1.N(C(OC(C)(C)C)=O)=NC(OC(C)(C)C)=O. (7) Given the product [NH:1]1[C:9]2[C:4](=[CH:5][CH:6]=[CH:7][CH:8]=2)[C:3]([C:10]2[NH:14][C:13]3[CH:15]=[CH:16][C:17]([CH:19]([C:21]4[CH:22]=[CH:23][CH:24]=[CH:25][CH:26]=4)[OH:20])=[CH:18][C:12]=3[N:11]=2)=[N:2]1, predict the reactants needed to synthesize it. The reactants are: [NH:1]1[C:9]2[C:4](=[CH:5][CH:6]=[CH:7][CH:8]=2)[C:3]([C:10]2[NH:14][C:13]3[CH:15]=[CH:16][C:17]([C:19]([C:21]4[CH:26]=[CH:25][CH:24]=[CH:23][CH:22]=4)=[O:20])=[CH:18][C:12]=3[N:11]=2)=[N:2]1.[H-].C([Al+]CC(C)C)C(C)C. (8) Given the product [F:25][C:24]([F:27])([F:26])[C:23]1[C:18]([O:10][C@@H:8]([C:6]2[CH:5]=[CH:4][N:3]=[C:2]([NH2:1])[N:7]=2)[CH3:9])=[N:19][CH:20]=[CH:21][CH:22]=1, predict the reactants needed to synthesize it. The reactants are: [NH2:1][C:2]1[N:7]=[C:6]([C@H:8]([OH:10])[CH3:9])[CH:5]=[CH:4][N:3]=1.CC([O-])(C)C.[K+].F[C:18]1[C:23]([C:24]([F:27])([F:26])[F:25])=[CH:22][CH:21]=[CH:20][N:19]=1.